This data is from Reaction yield outcomes from USPTO patents with 853,638 reactions. The task is: Predict the reaction yield, written as a fraction of the theoretical maximum amount of product (1.0 means a 100% yield; for example, 0.34 means a 34% yield). (1) No catalyst specified. The yield is 0.910. The product is [Cl:11][C:9]1[CH:8]=[CH:7][C:3]([C:4]([NH2:6])=[O:5])=[C:2]([N:29]([CH2:14][CH2:20][O:21][CH3:22])[CH3:27])[N:10]=1. The reactants are Cl[C:2]1[N:10]=[C:9]([Cl:11])[CH:8]=[CH:7][C:3]=1[C:4]([NH2:6])=[O:5].BrC1C=CC(O)=C[C:14]=1[CH:20]1OC[CH2:22][O:21]1.[OH-].[Na+].[C:27](#[N:29])C. (2) The reactants are [Cl:1]N1C(=O)CCC1=O.[Cl:9][C:10]1[CH:18]=[CH:17][CH:16]=[C:15]([Cl:19])[C:11]=1[CH:12]=[N:13][OH:14]. The catalyst is CN(C=O)C. The product is [Cl:1][O:14][N:13]=[CH:12][C:11]1[C:10]([Cl:9])=[CH:18][CH:17]=[CH:16][C:15]=1[Cl:19]. The yield is 0.750. (3) The reactants are [CH2:1]([NH2:9])[CH2:2][C:3]1[CH:8]=[CH:7][CH:6]=[CH:5][CH:4]=1.C(N(CC)CC)C.[CH3:17][S:18](Cl)(=[O:20])=[O:19]. The catalyst is C(Cl)Cl. The product is [CH3:17][S:18]([NH:9][CH2:1][CH2:2][C:3]1[CH:8]=[CH:7][CH:6]=[CH:5][CH:4]=1)(=[O:20])=[O:19]. The yield is 0.933.